This data is from Full USPTO retrosynthesis dataset with 1.9M reactions from patents (1976-2016). The task is: Predict the reactants needed to synthesize the given product. (1) Given the product [C:1]([O:5][C:6]([NH:8][C:9]1[CH:14]=[C:13]([CH2:15][CH2:16][C:17]([OH:19])=[O:18])[CH:12]=[CH:11][N:10]=1)=[O:7])([CH3:4])([CH3:2])[CH3:3], predict the reactants needed to synthesize it. The reactants are: [C:1]([O:5][C:6]([NH:8][C:9]1[CH:14]=[C:13]([CH2:15][CH2:16][C:17]([O:19]C)=[O:18])[CH:12]=[CH:11][N:10]=1)=[O:7])([CH3:4])([CH3:3])[CH3:2].[OH-].[Na+]. (2) Given the product [NH2:1][CH2:4][C:5]1[S:6][CH:7]=[CH:8][C:9]=1[CH2:10][N:11]([CH3:13])[CH3:12], predict the reactants needed to synthesize it. The reactants are: [N:1]([CH2:4][C:5]1[S:6][CH:7]=[CH:8][C:9]=1[CH2:10][N:11]([CH3:13])[CH3:12])=[N+]=[N-].[H-].[H-].[H-].[H-].[Li+].[Al+3].[Cl-].[NH4+]. (3) The reactants are: [Cl:1][C:2]1[CH:3]=[C:4]([C:8]2[CH:9]=[CH:10][C:11]3[C:17](=[O:18])[C:16]([CH3:20])([CH3:19])[CH2:15][CH2:14][N:13](C(OC(C)(C)C)=O)[C:12]=3[N:28]=2)[CH:5]=[CH:6][CH:7]=1. Given the product [Cl:1][C:2]1[CH:3]=[C:4]([C:8]2[CH:9]=[CH:10][C:11]3[C:17](=[O:18])[C:16]([CH3:19])([CH3:20])[CH2:15][CH2:14][NH:13][C:12]=3[N:28]=2)[CH:5]=[CH:6][CH:7]=1, predict the reactants needed to synthesize it. (4) Given the product [CH:1]1[C:10]2[C:5](=[CH:6][CH:7]=[C:8]([C:11]3[C:12]4[C:17]([C:18]([C:48]5[C:49]6[C:40]([C:41]7[CH:42]=[CH:43][CH:44]=[CH:45][C:46]=7[CH:47]=5)=[CH:39][CH:38]=[CH:37][CH:36]=6)=[C:19]5[C:24]=3[CH:23]=[CH:22][CH:21]=[CH:20]5)=[CH:16][CH:15]=[CH:14][CH:13]=4)[CH:9]=2)[CH:4]=[CH:3][C:2]=1[C:26]1[CH:35]=[CH:34][C:33]2[C:28](=[CH:29][CH:30]=[CH:31][CH:32]=2)[CH:27]=1, predict the reactants needed to synthesize it. The reactants are: [CH:1]1[C:10]2[C:5](=[CH:6][CH:7]=[C:8]([C:11]3[C:12]4[C:17]([C:18](Br)=[C:19]5[C:24]=3[CH:23]=[CH:22][CH:21]=[CH:20]5)=[CH:16][CH:15]=[CH:14][CH:13]=4)[CH:9]=2)[CH:4]=[CH:3][C:2]=1[C:26]1[CH:35]=[CH:34][C:33]2[C:28](=[CH:29][CH:30]=[CH:31][CH:32]=2)[CH:27]=1.[CH:36]1[C:49]2[CH:48]=[C:47](B(O)O)[C:46]3[C:41](=[CH:42][CH:43]=[CH:44][CH:45]=3)[C:40]=2[CH:39]=[CH:38][CH:37]=1.P([O-])([O-])([O-])=O.[K+].[K+].[K+].C1(C)C=CC=CC=1. (5) Given the product [Cl:21][C:18]1[CH:19]=[CH:20][C:15]([CH2:14][NH:13][C:11]([C:8]2[C:9](=[O:10])[C:4]3[CH:3]=[C:2]([C:28]#[C:27][CH2:26][CH2:25][CH2:24][OH:29])[O:23][C:5]=3[N:6]([CH3:22])[CH:7]=2)=[O:12])=[CH:16][CH:17]=1, predict the reactants needed to synthesize it. The reactants are: Br[C:2]1[O:23][C:5]2[N:6]([CH3:22])[CH:7]=[C:8]([C:11]([NH:13][CH2:14][C:15]3[CH:20]=[CH:19][C:18]([Cl:21])=[CH:17][CH:16]=3)=[O:12])[C:9](=[O:10])[C:4]=2[CH:3]=1.[CH2:24]([OH:29])[CH2:25][CH2:26][C:27]#[CH:28]. (6) Given the product [CH2:12]([OH:11])[CH2:4][CH2:5][CH2:10][CH2:9][CH2:8][C:7]#[CH:6].[CH2:4]([N:1]1[CH:28]=[C:27]([CH2:21][CH2:19][CH2:17][CH2:15][CH2:13][CH2:12][OH:18])[N:3]=[N:2]1)[C:5]1[CH:10]=[CH:9][CH:8]=[CH:7][CH:6]=1, predict the reactants needed to synthesize it. The reactants are: [N:1]([CH2:4][C:5]1[CH:10]=[CH:9][CH:8]=[CH:7][CH:6]=1)=[N+:2]=[N-:3].[O:11]=[C:12]1[O:18][C@H:17]([C@H:19]([CH2:21]O)O)[C:15]([O-])=[C:13]1O.[Na+].Cl.[Na+].[Cl-].[CH3:27][C:28](O)(C)C. (7) The reactants are: CC(C1C=[C:6]([O:10]C2N=CC(NC(=O)[C@@H](C)N)=CC=2)C=CC=1)C.[CH3:23][C:24]1[C:29]([O:30][CH3:31])=[CH:28][CH:27]=[CH:26][C:25]=1[O:32][C:33]1[N:38]=[CH:37][C:36]([NH:39][C:40](=[O:44])[C@@H:41]([CH3:43])[NH2:42])=[CH:35][CH:34]=1. Given the product [CH3:43][C@H:41]1[NH:42][C:6](=[O:10])[N:39]([C:36]2[CH:37]=[N:38][C:33]([O:32][C:25]3[CH:26]=[CH:27][CH:28]=[C:29]([O:30][CH3:31])[C:24]=3[CH3:23])=[CH:34][CH:35]=2)[C:40]1=[O:44], predict the reactants needed to synthesize it. (8) Given the product [CH2:1]([N:8]1[CH:12]=[C:11]([C:13]2[S:21][C:20]3[C:19](=[O:22])[NH:18][C:17]([CH:23]4[CH2:27][CH2:26][CH2:25][N:24]4[CH2:30][C:31]([O:33][CH2:34][CH3:35])=[O:32])=[N:16][C:15]=3[CH:14]=2)[C:10]([CH3:28])=[N:9]1)[C:2]1[CH:3]=[CH:4][CH:5]=[CH:6][CH:7]=1, predict the reactants needed to synthesize it. The reactants are: [CH2:1]([N:8]1[CH:12]=[C:11]([C:13]2[S:21][C:20]3[C:19](=[O:22])[NH:18][C:17]([CH:23]4[CH2:27][CH2:26][CH2:25][NH:24]4)=[N:16][C:15]=3[CH:14]=2)[C:10]([CH3:28])=[N:9]1)[C:2]1[CH:7]=[CH:6][CH:5]=[CH:4][CH:3]=1.Br[CH2:30][C:31]([O:33][CH2:34][CH3:35])=[O:32].C(N(C(C)C)C(C)C)C.CN(C)C=O. (9) The reactants are: [Cl:1][C:2]1[CH:7]=[CH:6][C:5]([C:8]2[CH:9]=[C:10]3[CH:25]([CH2:26][C:27]([O:29]CC)=[O:28])[CH2:24][C:23]([CH3:33])([CH3:32])[O:22][C:11]3=[N:12][C:13]=2[C:14]2[CH:19]=[CH:18][C:17]([Cl:20])=[CH:16][C:15]=2[Cl:21])=[CH:4][CH:3]=1.[OH-].[K+]. Given the product [Cl:1][C:2]1[CH:3]=[CH:4][C:5]([C:8]2[CH:9]=[C:10]3[CH:25]([CH2:26][C:27]([OH:29])=[O:28])[CH2:24][C:23]([CH3:33])([CH3:32])[O:22][C:11]3=[N:12][C:13]=2[C:14]2[CH:19]=[CH:18][C:17]([Cl:20])=[CH:16][C:15]=2[Cl:21])=[CH:6][CH:7]=1, predict the reactants needed to synthesize it.